Predict the product of the given reaction. From a dataset of Forward reaction prediction with 1.9M reactions from USPTO patents (1976-2016). (1) Given the reactants C([C@H]1C2C(=CC(C(N[C@H](C3C=CC(S(CC)(=O)=O)=CC=3)CO)=O)=CC=2)CN1)C.[CH2:29]([C@H:31]1[C:39]2[C:34](=[CH:35][C:36]([C:40](=[O:56])[NH:41][C@H:42]([C:45]3[CH:50]=[CH:49][C:48]([S:51]([CH2:54][CH3:55])(=[O:53])=[O:52])=[CH:47][N:46]=3)[CH2:43][OH:44])=[CH:37][CH:38]=2)[CH2:33][N:32]1C(OC(C)(C)C)=O)[CH3:30], predict the reaction product. The product is: [CH2:29]([C@H:31]1[C:39]2[C:34](=[CH:35][C:36]([C:40]([NH:41][C@H:42]([C:45]3[CH:50]=[CH:49][C:48]([S:51]([CH2:54][CH3:55])(=[O:52])=[O:53])=[CH:47][N:46]=3)[CH2:43][OH:44])=[O:56])=[CH:37][CH:38]=2)[CH2:33][NH:32]1)[CH3:30]. (2) Given the reactants [CH3:1][C:2]1([CH3:37])[CH2:7][N:6]([S:8]([C:11]2[C:16]([CH3:17])=[CH:15][C:14]([CH3:18])=[CH:13][C:12]=2[CH3:19])(=[O:10])=[O:9])[CH:5]([CH2:20][C:21]([NH:23][C@H:24]2[C:33]3[C:28](=[CH:29][C:30]([CH:34]=O)=[CH:31][CH:32]=3)[CH2:27][CH2:26][CH2:25]2)=[O:22])[C:4](=[O:36])[NH:3]1.[BH-](OC(C)=O)(OC(C)=O)OC(C)=O.[Na+].[C:52]([NH2:56])([CH3:55])([CH3:54])[CH3:53], predict the reaction product. The product is: [C:52]([NH:56][CH2:34][C:30]1[CH:29]=[C:28]2[C:33](=[CH:32][CH:31]=1)[C@H:24]([NH:23][C:21](=[O:22])[CH2:20][CH:5]1[C:4](=[O:36])[NH:3][C:2]([CH3:37])([CH3:1])[CH2:7][N:6]1[S:8]([C:11]1[C:12]([CH3:19])=[CH:13][C:14]([CH3:18])=[CH:15][C:16]=1[CH3:17])(=[O:10])=[O:9])[CH2:25][CH2:26][CH2:27]2)([CH3:55])([CH3:54])[CH3:53]. (3) Given the reactants [CH:1]1([CH:4]2[CH:13]([CH3:14])[CH:12]([N:15]([CH3:22])[C:16]3[CH:21]=[CH:20][CH:19]=[CH:18][CH:17]=3)[C:11]3[C:6](=[CH:7][CH:8]=[CH:9][CH:10]=3)[NH:5]2)[CH2:3][CH2:2]1.N1C=CC=CC=1.[C:29](Cl)(=[O:31])[CH3:30], predict the reaction product. The product is: [CH:1]1([C@H:4]2[C@H:13]([CH3:14])[C@@H:12]([N:15]([CH3:22])[C:16]3[CH:17]=[CH:18][CH:19]=[CH:20][CH:21]=3)[C:11]3[C:6](=[CH:7][CH:8]=[CH:9][CH:10]=3)[N:5]2[C:29](=[O:31])[CH3:30])[CH2:2][CH2:3]1. (4) Given the reactants [C:1]([C:3]([C:6]1[CH:7]=[C:8]([CH:32]=[CH:33][CH:34]=1)[C:9]([NH:11][C:12]1[CH:17]=[CH:16][C:15]([C:18]([F:21])([F:20])[F:19])=[C:14]([O:22][C:23]2[CH:28]=[CH:27][C:26]([N+:29]([O-])=O)=[CH:25][N:24]=2)[CH:13]=1)=[O:10])([CH3:5])[CH3:4])#[N:2], predict the reaction product. The product is: [NH2:29][C:26]1[CH:27]=[CH:28][C:23]([O:22][C:14]2[CH:13]=[C:12]([NH:11][C:9](=[O:10])[C:8]3[CH:32]=[CH:33][CH:34]=[C:6]([C:3]([C:1]#[N:2])([CH3:5])[CH3:4])[CH:7]=3)[CH:17]=[CH:16][C:15]=2[C:18]([F:19])([F:20])[F:21])=[N:24][CH:25]=1. (5) Given the reactants F[C:2]1[C:7]([F:8])=[CH:6][CH:5]=[C:4]([F:9])[N:3]=1.[CH2:10]([C:12]1([CH2:18][NH2:19])[CH2:17][CH2:16][O:15][CH2:14][CH2:13]1)[CH3:11].C(N(CC)CC)C, predict the reaction product. The product is: [CH2:10]([C:12]1([CH2:18][NH:19][C:2]2[C:7]([F:8])=[CH:6][CH:5]=[C:4]([F:9])[N:3]=2)[CH2:17][CH2:16][O:15][CH2:14][CH2:13]1)[CH3:11]. (6) Given the reactants FC(F)(F)C(O)=O.C(OC([N:15]1[CH2:20][CH2:19][N:18]([C:21]([C:23]2[CH:27]=[C:26]([C:28]3[CH:33]=[CH:32][CH:31]=[CH:30][CH:29]=3)[N:25]([C:34]3[CH:35]=[N:36][C:37]([O:40][CH3:41])=[CH:38][CH:39]=3)[N:24]=2)=[O:22])[CH2:17][CH2:16]1)=O)(C)(C)C, predict the reaction product. The product is: [CH3:41][O:40][C:37]1[N:36]=[CH:35][C:34]([N:25]2[C:26]([C:28]3[CH:29]=[CH:30][CH:31]=[CH:32][CH:33]=3)=[CH:27][C:23]([C:21]([N:18]3[CH2:19][CH2:20][NH:15][CH2:16][CH2:17]3)=[O:22])=[N:24]2)=[CH:39][CH:38]=1. (7) Given the reactants [CH3:1][NH:2][S:3]([C:6]1[CH:7]=[C:8]2[C:12](=[CH:13][CH:14]=1)[NH:11][C:10](=[O:15])[CH2:9]2)(=[O:5])=[O:4].[CH2:16]([O:18][C:19]([C:21]1[C:25]([CH2:26][CH2:27][CH2:28][N:29]([CH3:31])[CH3:30])=[C:24]([CH:32]=O)[NH:23][C:22]=1[CH3:34])=[O:20])[CH3:17], predict the reaction product. The product is: [CH2:16]([O:18][C:19]([C:21]1[C:25]([CH2:26][CH2:27][CH2:28][N:29]([CH3:31])[CH3:30])=[C:24]([CH:32]=[C:9]2[C:8]3[C:12](=[CH:13][CH:14]=[C:6]([S:3](=[O:5])(=[O:4])[NH:2][CH3:1])[CH:7]=3)[NH:11][C:10]2=[O:15])[NH:23][C:22]=1[CH3:34])=[O:20])[CH3:17]. (8) Given the reactants C(OC(=O)[NH:7][CH2:8][CH2:9][N:10]([CH:15]1[CH:19]([O:20][Si](C(C)(C)C)(C)C)[CH2:18][N:17]([C:28](=[O:36])[C:29]2[CH:34]=[CH:33][C:32]([Cl:35])=[CH:31][CH:30]=2)[CH2:16]1)[C:11](=[O:14])[CH2:12][Cl:13])(C)(C)C, predict the reaction product. The product is: [NH2:7][CH2:8][CH2:9][N:10]([CH:15]1[CH:19]([OH:20])[CH2:18][N:17]([C:28](=[O:36])[C:29]2[CH:30]=[CH:31][C:32]([Cl:35])=[CH:33][CH:34]=2)[CH2:16]1)[C:11](=[O:14])[CH2:12][Cl:13]. (9) Given the reactants [CH3:1][C:2]1[CH:3]=[N:4][N:5]([C:7]2[CH:12]=[CH:11][N:10]=[CH:9][C:8]=2[N:13]2[CH2:18][CH2:17][CH:16]([C:19](O)=[O:20])[CH2:15][CH2:14]2)[CH:6]=1.[CH3:22][NH:23][CH:24]1[CH2:29][CH2:28][O:27][CH2:26][CH2:25]1.CN(C(ON1N=NC2C=CC=NC1=2)=[N+](C)C)C.F[P-](F)(F)(F)(F)F.CCN(C(C)C)C(C)C, predict the reaction product. The product is: [CH3:22][N:23]([CH:24]1[CH2:29][CH2:28][O:27][CH2:26][CH2:25]1)[C:19]([CH:16]1[CH2:17][CH2:18][N:13]([C:8]2[CH:9]=[N:10][CH:11]=[CH:12][C:7]=2[N:5]2[CH:6]=[C:2]([CH3:1])[CH:3]=[N:4]2)[CH2:14][CH2:15]1)=[O:20]. (10) Given the reactants [C:1]([O:5][C:6]([N:8]1[CH2:26][CH2:25][CH:11]2[N:12]([CH3:24])[C:13]3[C:14]([C:20]([F:23])([F:22])[F:21])=[CH:15][C:16](Br)=[CH:17][C:18]=3[CH:10]2[CH2:9]1)=[O:7])([CH3:4])([CH3:3])[CH3:2].[NH2:27][C:28]1[CH:33]=[CH:32][CH:31]=[CH:30][N:29]=1.CC([O-])(C)C.[Na+].C1(P(C2C=CC=CC=2)C2C=CC3C(=CC=CC=3)C=2C2C3C(=CC=CC=3)C=CC=2P(C2C=CC=CC=2)C2C=CC=CC=2)C=CC=CC=1, predict the reaction product. The product is: [C:1]([O:5][C:6]([N:8]1[CH2:26][CH2:25][CH:11]2[N:12]([CH3:24])[C:13]3[C:14]([C:20]([F:23])([F:22])[F:21])=[CH:15][C:16]([NH:27][C:28]4[CH:33]=[CH:32][CH:31]=[CH:30][N:29]=4)=[CH:17][C:18]=3[CH:10]2[CH2:9]1)=[O:7])([CH3:4])([CH3:3])[CH3:2].